Dataset: Reaction yield outcomes from USPTO patents with 853,638 reactions. Task: Predict the reaction yield, written as a fraction of the theoretical maximum amount of product (1.0 means a 100% yield; for example, 0.34 means a 34% yield). (1) The reactants are O[C:2]1[C:11]2[C:6](=[C:7]([CH3:12])[CH:8]=[CH:9][CH:10]=2)[N:5]=[C:4]([C:13]([O:15][CH2:16][CH3:17])=[O:14])[N:3]=1.O=P(Cl)(Cl)[Cl:20]. The catalyst is CN(C=O)C. The product is [Cl:20][C:2]1[C:11]2[C:6](=[C:7]([CH3:12])[CH:8]=[CH:9][CH:10]=2)[N:5]=[C:4]([C:13]([O:15][CH2:16][CH3:17])=[O:14])[N:3]=1. The yield is 0.900. (2) The reactants are [C:1]1([S:7]([CH2:10][CH2:11][O:12][C:13](=[O:38])[CH2:14][O:15][C:16]2[CH:21]=[CH:20][CH:19]=[CH:18][C:17]=2[O:22][CH2:23][C:24]([O:26][CH2:27][CH2:28][S:29]([C:32]2[CH:37]=[CH:36][CH:35]=[CH:34][CH:33]=2)(=[O:31])=[O:30])=[O:25])(=[O:9])=[O:8])[CH:6]=[CH:5][CH:4]=[CH:3][CH:2]=1.[Cl:39][S:40](O)(=[O:42])=[O:41]. The catalyst is C(Cl)Cl. The product is [C:1]1([S:7]([CH2:10][CH2:11][O:12][C:13](=[O:38])[CH2:14][O:15][C:16]2[CH:21]=[CH:20][C:19]([S:40]([Cl:39])(=[O:42])=[O:41])=[CH:18][C:17]=2[O:22][CH2:23][C:24]([O:26][CH2:27][CH2:28][S:29]([C:32]2[CH:33]=[CH:34][CH:35]=[CH:36][CH:37]=2)(=[O:31])=[O:30])=[O:25])(=[O:8])=[O:9])[CH:6]=[CH:5][CH:4]=[CH:3][CH:2]=1. The yield is 0.920. (3) The reactants are [ClH:1].O1CCOCC1.OC(C(F)(F)F)=O.[N:15]1([C:21]([N:23]2[CH2:28][CH2:27][N:26](C(OC(C)(C)C)=O)[CH2:25][CH:24]2[CH2:36][O:37][C:38]2[CH:39]=[N:40][CH:41]=[CH:42][CH:43]=2)=[O:22])[CH2:20][CH2:19][CH2:18][CH2:17][CH2:16]1. The catalyst is CO. The product is [ClH:1].[ClH:1].[N:15]1([C:21]([N:23]2[CH2:28][CH2:27][NH:26][CH2:25][CH:24]2[CH2:36][O:37][C:38]2[CH:39]=[N:40][CH:41]=[CH:42][CH:43]=2)=[O:22])[CH2:20][CH2:19][CH2:18][CH2:17][CH2:16]1. The yield is 1.00.